Predict the reactants needed to synthesize the given product. From a dataset of Full USPTO retrosynthesis dataset with 1.9M reactions from patents (1976-2016). (1) Given the product [CH3:1][O:2][C:3]1[CH:4]=[C:5]([CH:6]=[CH:7][CH:8]=1)[CH2:9][C:11]1[CH:16]=[CH:15][CH:14]=[CH:13][C:12]=1[SH:17], predict the reactants needed to synthesize it. The reactants are: [CH3:1][O:2][C:3]1[CH:4]=[C:5]([CH:9]([C:11]2[CH:16]=[CH:15][CH:14]=[CH:13][C:12]=2[S:17]CC2C(OC)=CC(OC)=CC=2OC)O)[CH:6]=[CH:7][CH:8]=1.C([SiH](CC)CC)C.C(O)(C(F)(F)F)=O.C(Cl)Cl. (2) The reactants are: [C:1]([N:4]([C:34]1[CH:39]=[CH:38][C:37]([Cl:40])=[CH:36][CH:35]=1)[C@H:5]1[C:14]2[C:9](=[CH:10][CH:11]=[CH:12][CH:13]=2)[N:8]([C:15]([C:17]2[CH:18]=[CH:19][C:20](=[O:32])[N:21]([CH2:23][CH2:24][C:25]([CH3:31])([CH3:30])[C:26]([O:28]C)=[O:27])[CH:22]=2)=[O:16])[C@@H:7]([CH3:33])[CH2:6]1)(=[O:3])[CH3:2].CO.[OH-].[Na+].Cl. Given the product [C:1]([N:4]([C:34]1[CH:39]=[CH:38][C:37]([Cl:40])=[CH:36][CH:35]=1)[C@H:5]1[C:14]2[C:9](=[CH:10][CH:11]=[CH:12][CH:13]=2)[N:8]([C:15]([C:17]2[CH:18]=[CH:19][C:20](=[O:32])[N:21]([CH2:23][CH2:24][C:25]([CH3:31])([CH3:30])[C:26]([OH:28])=[O:27])[CH:22]=2)=[O:16])[C@@H:7]([CH3:33])[CH2:6]1)(=[O:3])[CH3:2], predict the reactants needed to synthesize it.